Regression. Given two drug SMILES strings and cell line genomic features, predict the synergy score measuring deviation from expected non-interaction effect. From a dataset of NCI-60 drug combinations with 297,098 pairs across 59 cell lines. (1) Drug 1: CC1C(C(CC(O1)OC2CC(CC3=C2C(=C4C(=C3O)C(=O)C5=C(C4=O)C(=CC=C5)OC)O)(C(=O)C)O)N)O.Cl. Drug 2: C1=CC(=CC=C1C#N)C(C2=CC=C(C=C2)C#N)N3C=NC=N3. Cell line: BT-549. Synergy scores: CSS=0.786, Synergy_ZIP=-5.27, Synergy_Bliss=1.34, Synergy_Loewe=-22.3, Synergy_HSA=-0.105. (2) Drug 1: CC1CCC2CC(C(=CC=CC=CC(CC(C(=O)C(C(C(=CC(C(=O)CC(OC(=O)C3CCCCN3C(=O)C(=O)C1(O2)O)C(C)CC4CCC(C(C4)OC)O)C)C)O)OC)C)C)C)OC. Drug 2: C1=NC(=NC(=O)N1C2C(C(C(O2)CO)O)O)N. Cell line: SF-268. Synergy scores: CSS=15.1, Synergy_ZIP=-6.24, Synergy_Bliss=-3.32, Synergy_Loewe=-3.07, Synergy_HSA=-2.87. (3) Drug 1: CCC1(CC2CC(C3=C(CCN(C2)C1)C4=CC=CC=C4N3)(C5=C(C=C6C(=C5)C78CCN9C7C(C=CC9)(C(C(C8N6C)(C(=O)OC)O)OC(=O)C)CC)OC)C(=O)OC)O.OS(=O)(=O)O. Drug 2: CN(CC1=CN=C2C(=N1)C(=NC(=N2)N)N)C3=CC=C(C=C3)C(=O)NC(CCC(=O)O)C(=O)O. Cell line: OVCAR-5. Synergy scores: CSS=39.0, Synergy_ZIP=1.52, Synergy_Bliss=2.85, Synergy_Loewe=-17.8, Synergy_HSA=-0.111. (4) Drug 1: CN(C)C1=NC(=NC(=N1)N(C)C)N(C)C. Drug 2: C#CCC(CC1=CN=C2C(=N1)C(=NC(=N2)N)N)C3=CC=C(C=C3)C(=O)NC(CCC(=O)O)C(=O)O. Cell line: EKVX. Synergy scores: CSS=-4.37, Synergy_ZIP=-0.661, Synergy_Bliss=-7.05, Synergy_Loewe=-14.4, Synergy_HSA=-9.09. (5) Drug 1: CCC1(CC2CC(C3=C(CCN(C2)C1)C4=CC=CC=C4N3)(C5=C(C=C6C(=C5)C78CCN9C7C(C=CC9)(C(C(C8N6C=O)(C(=O)OC)O)OC(=O)C)CC)OC)C(=O)OC)O.OS(=O)(=O)O. Drug 2: CCN(CC)CCNC(=O)C1=C(NC(=C1C)C=C2C3=C(C=CC(=C3)F)NC2=O)C. Cell line: NCI-H322M. Synergy scores: CSS=15.3, Synergy_ZIP=4.71, Synergy_Bliss=6.57, Synergy_Loewe=2.10, Synergy_HSA=5.55. (6) Drug 1: C1=CC(=CC=C1CCCC(=O)O)N(CCCl)CCCl. Drug 2: C(CCl)NC(=O)N(CCCl)N=O. Cell line: CCRF-CEM. Synergy scores: CSS=50.9, Synergy_ZIP=-2.80, Synergy_Bliss=-4.81, Synergy_Loewe=-12.5, Synergy_HSA=-3.77. (7) Drug 1: CCC(=C(C1=CC=CC=C1)C2=CC=C(C=C2)OCCN(C)C)C3=CC=CC=C3.C(C(=O)O)C(CC(=O)O)(C(=O)O)O. Drug 2: CC1=C(C=C(C=C1)C(=O)NC2=CC(=CC(=C2)C(F)(F)F)N3C=C(N=C3)C)NC4=NC=CC(=N4)C5=CN=CC=C5. Cell line: MCF7. Synergy scores: CSS=5.14, Synergy_ZIP=-1.71, Synergy_Bliss=0.646, Synergy_Loewe=-3.51, Synergy_HSA=-0.431.